This data is from Peptide-MHC class II binding affinity with 134,281 pairs from IEDB. The task is: Regression. Given a peptide amino acid sequence and an MHC pseudo amino acid sequence, predict their binding affinity value. This is MHC class II binding data. (1) The peptide sequence is IQPEQPAQL. The MHC is HLA-DQA10501-DQB10201 with pseudo-sequence HLA-DQA10501-DQB10201. The binding affinity (normalized) is 0. (2) The peptide sequence is SLGEAWTGGGSDKAL. The MHC is HLA-DQA10102-DQB10602 with pseudo-sequence HLA-DQA10102-DQB10602. The binding affinity (normalized) is 0.224. (3) The peptide sequence is YHFDLSGIAFGSMAK. The MHC is HLA-DPA10103-DPB10301 with pseudo-sequence HLA-DPA10103-DPB10301. The binding affinity (normalized) is 0.217. (4) The peptide sequence is KITQWLETKGVERLKRM. The MHC is DRB1_1302 with pseudo-sequence DRB1_1302. The binding affinity (normalized) is 0. (5) The peptide sequence is APYHFDLSGHAFGSMAKKGE. The MHC is DRB1_0101 with pseudo-sequence DRB1_0101. The binding affinity (normalized) is 0. (6) The peptide sequence is ANATVYMIDSVLMPP. The MHC is HLA-DQA10301-DQB10302 with pseudo-sequence HLA-DQA10301-DQB10302. The binding affinity (normalized) is 0.197.